This data is from Reaction yield outcomes from USPTO patents with 853,638 reactions. The task is: Predict the reaction yield, written as a fraction of the theoretical maximum amount of product (1.0 means a 100% yield; for example, 0.34 means a 34% yield). The reactants are C1[O:18][CH2:17][CH2:16]OCCOCCOCCOCCOC1.COC(CP(=O)(OCC(F)(F)F)OCC(F)(F)F)=O.C[Si]([N-][Si](C)(C)C)(C)C.[K+].[CH3:48][S:49][C:50]1[N:55]=[C:54]([C:56]2[CH:61]=[CH:60][CH:59]=[CH:58][CH:57]=2)[C:53]([CH:62]=O)=[C:52]([NH:64][C:65]2[CH:70]=[CH:69][CH:68]=[CH:67][CH:66]=2)[N:51]=1.[NH4+].[Cl-]. The catalyst is C1COCC1.C1(C)C=CC=CC=1.C(OCC)C. The product is [CH3:48][S:49][C:50]1[N:55]=[C:54]([C:56]2[CH:61]=[CH:60][CH:59]=[CH:58][CH:57]=2)[C:53]2[CH:62]=[CH:16][C:17](=[O:18])[N:64]([C:65]3[CH:70]=[CH:69][CH:68]=[CH:67][CH:66]=3)[C:52]=2[N:51]=1. The yield is 0.910.